This data is from Tyrosyl-DNA phosphodiesterase HTS with 341,365 compounds. The task is: Binary Classification. Given a drug SMILES string, predict its activity (active/inactive) in a high-throughput screening assay against a specified biological target. The molecule is S(=O)(=O)(c1ccc(cc1)C(=O)NNC(=O)Cn1nc(cc1C)C)C. The result is 0 (inactive).